Dataset: Reaction yield outcomes from USPTO patents with 853,638 reactions. Task: Predict the reaction yield, written as a fraction of the theoretical maximum amount of product (1.0 means a 100% yield; for example, 0.34 means a 34% yield). (1) The reactants are [C:1]([O:5][C:6](=[O:23])[NH:7][CH2:8][CH2:9][CH2:10][CH2:11][NH:12][CH:13]1[C:18]2=[N:19][CH:20]=[CH:21][CH:22]=[C:17]2[O:16][CH2:15][CH2:14]1)([CH3:4])([CH3:3])[CH3:2].C(N(CC)C(C)C)(C)C.[C:33]([O:37][C:38]([N:40]1[C:44]2[CH:45]=[CH:46][CH:47]=[CH:48][C:43]=2[N:42]=[C:41]1[CH2:49]Cl)=[O:39])([CH3:36])([CH3:35])[CH3:34].[I-].[K+]. The catalyst is CC#N. The product is [C:33]([O:37][C:38]([N:40]1[C:44]2[CH:45]=[CH:46][CH:47]=[CH:48][C:43]=2[N:42]=[C:41]1[CH2:49][N:12]([CH2:11][CH2:10][CH2:9][CH2:8][NH:7][C:6]([O:5][C:1]([CH3:4])([CH3:2])[CH3:3])=[O:23])[CH:13]1[C:18]2=[N:19][CH:20]=[CH:21][CH:22]=[C:17]2[O:16][CH2:15][CH2:14]1)=[O:39])([CH3:36])([CH3:35])[CH3:34]. The yield is 0.670. (2) The reactants are Br[C:2]1[CH:7]=[CH:6][C:5]([Cl:8])=[CH:4][CH:3]=1.[Li]CCCC.[O:14]=[C:15]1[C:20]2([CH2:22][CH2:21]2)[CH2:19][N:18]([C:23]([O:25][C:26]([CH3:29])([CH3:28])[CH3:27])=[O:24])[CH2:17][CH2:16]1. The catalyst is C1COCC1. The product is [Cl:8][C:5]1[CH:6]=[CH:7][C:2]([C:15]2([OH:14])[C:20]3([CH2:22][CH2:21]3)[CH2:19][N:18]([C:23]([O:25][C:26]([CH3:28])([CH3:27])[CH3:29])=[O:24])[CH2:17][CH2:16]2)=[CH:3][CH:4]=1. The yield is 0.642. (3) The yield is 0.500. The reactants are [Br:1][C:2]1[CH:10]=[C:9]2[C:5]([CH2:6][C:7]3([CH2:27][CH2:26][CH:25]([O:28][CH3:29])[CH2:24][CH2:23]3)[C:8]2([NH:16][S:17]([C:19]([CH3:22])([CH3:21])[CH3:20])=[O:18])[C:11]([O:13][CH2:14][CH3:15])=C)=[CH:4][CH:3]=1.C(OC([O-])=O)(OC(C)(C)C)=[O:31]. The catalyst is CN(C1C=CN=CC=1)C.C1COCC1. The product is [Br:1][C:2]1[CH:10]=[C:9]2[C:5]([CH2:6][C:7]3([CH2:27][CH2:26][CH:25]([O:28][CH3:29])[CH2:24][CH2:23]3)[C:8]2([NH:16][S:17]([C:19]([CH3:21])([CH3:22])[CH3:20])=[O:18])[C:11]([O:13][CH2:14][CH3:15])=[O:31])=[CH:4][CH:3]=1. (4) The reactants are [H-].[Na+].[CH3:3][O:4][C:5](=[O:11])[C:6]([CH3:10])([CH3:9])[CH2:7][OH:8].I[CH2:13][CH3:14]. The catalyst is CN(C=O)C. The product is [CH3:3][O:4][C:5](=[O:11])[C:6]([CH3:10])([CH3:9])[CH2:7][O:8][CH2:13][CH3:14]. The yield is 1.00. (5) The reactants are [CH:1]1[C:10]2[C:5](=[CH:6][CH:7]=[CH:8][CH:9]=2)[CH:4]=[CH:3][C:2]=1[C:11]1[CH2:15][CH2:14][CH:13]([OH:16])[CH:12]=1.[CH2:17]([Zn]CC)C.ICI. The catalyst is ClCCl. The product is [CH:1]1[C:10]2[C:5](=[CH:6][CH:7]=[CH:8][CH:9]=2)[CH:4]=[CH:3][C:2]=1[C:11]12[CH2:17][CH:12]1[CH:13]([OH:16])[CH2:14][CH2:15]2. The yield is 1.00. (6) The yield is 0.660. The reactants are [CH3:1][C:2]1[N:3]=[C:4]2[C:9]([NH:10][CH2:11][C:12]3[C:17]([CH3:18])=[CH:16][CH:15]=[CH:14][C:13]=3[CH2:19][CH3:20])=[CH:8][C:7]([C:21]([OH:23])=O)=[CH:6][N:5]2[C:24]=1[CH3:25].[B-](F)(F)(F)F.CN(C(ON1N=NC2C1=CC=CC=2)=[N+](C)C)C.C(Cl)Cl.[NH:51]1[CH2:56][CH2:55][O:54][CH2:53][CH2:52]1. The catalyst is C(OCC)(=O)C.C(Cl)Cl. The product is [CH3:1][C:2]1[N:3]=[C:4]2[C:9]([NH:10][CH2:11][C:12]3[C:17]([CH3:18])=[CH:16][CH:15]=[CH:14][C:13]=3[CH2:19][CH3:20])=[CH:8][C:7]([C:21]([N:51]3[CH2:56][CH2:55][O:54][CH2:53][CH2:52]3)=[O:23])=[CH:6][N:5]2[C:24]=1[CH3:25]. (7) The reactants are [OH:1][C:2]1[C:7]2[N:8]=[C:9]([CH3:12])[N:10]([CH3:11])[C:6]=2[CH:5]=[C:4]([N:13]([CH3:17])[C:14](=[O:16])[CH3:15])[C:3]=1[CH2:18][CH2:19][CH:20](O)[C:21]1[CH:26]=[CH:25][CH:24]=[CH:23][CH:22]=1.[OH-].[Na+]. The catalyst is P(=O)(O)(O)O. The product is [CH3:12][C:9]1[N:10]([CH3:11])[C:6]2[CH:5]=[C:4]([N:13]([CH3:17])[C:14](=[O:16])[CH3:15])[C:3]3[CH2:18][CH2:19][CH:20]([C:21]4[CH:26]=[CH:25][CH:24]=[CH:23][CH:22]=4)[O:1][C:2]=3[C:7]=2[N:8]=1. The yield is 0.570. (8) The reactants are [Br:1][C:2]1[CH:3]=[CH:4][C:5]([CH3:10])=[C:6]([CH:9]=1)[CH:7]=[O:8].[CH3:11][Mg]Cl. The catalyst is C1COCC1. The product is [Br:1][C:2]1[CH:3]=[CH:4][C:5]([CH3:10])=[C:6]([CH:7]([OH:8])[CH3:11])[CH:9]=1. The yield is 0.830. (9) The catalyst is CN(C=O)C.[Cu-]=O. The product is [CH3:15][O:14][C:9]1[CH:10]=[CH:11][CH:12]=[CH:13][C:8]=1[C:3]#[C:2][C:1]([O:5][CH3:6])=[O:4]. The yield is 0.491. The reactants are [C:1]([O:5][CH3:6])(=[O:4])[C:2]#[CH:3].I[C:8]1[CH:13]=[CH:12][CH:11]=[CH:10][C:9]=1[O:14][CH3:15].